From a dataset of HIV replication inhibition screening data with 41,000+ compounds from the AIDS Antiviral Screen. Binary Classification. Given a drug SMILES string, predict its activity (active/inactive) in a high-throughput screening assay against a specified biological target. (1) The compound is CC(C)(C)c1cc2c(c(C(C)(C)C)c1)O[Mn+2]1(Oc3c(cc(C(C)(C)C)cc3C(C)(C)C)C(=O)[OH+]1)[OH+]C2=O. The result is 0 (inactive). (2) The drug is CCOC(=O)c1cc(C2=CCNC2=O)c(-c2cc(C)no2)[nH]1. The result is 0 (inactive). (3) The drug is COc1ccccc1C=C1NC(=S)NC1=O. The result is 0 (inactive). (4) The drug is O=C(NCCC(F)(F)C(F)(F)C(F)(F)C(F)(F)F)NC1OC(CO)C(O)C(O)C1O. The result is 0 (inactive). (5) The molecule is CC1=CC(C)S(=O)(=O)C1. The result is 0 (inactive). (6) The molecule is CCCCCCCCCCCCCCCC(=O)Nc1ccn(C2CCC(COP(=O)(O)OCC3OC(n4ccc(NC(=O)CCCCCCCCCCCCCCC)nc4=O)CC3OP(=O)(O)OCC3OC(n4cc(C)c(=O)[nH]c4=O)CC3N=[N+]=[N-])O2)c(=O)n1. The result is 1 (active).